This data is from Catalyst prediction with 721,799 reactions and 888 catalyst types from USPTO. The task is: Predict which catalyst facilitates the given reaction. (1) Reactant: [NH2:1][C@H:2]1[CH2:6][CH2:5][N:4]([C:7]([O:9][C:10]([CH3:13])([CH3:12])[CH3:11])=[O:8])[CH2:3]1.[C:14](Cl)(=[O:18])[CH:15]([CH3:17])[CH3:16].C(N(CC)CC)C. Product: [C:14]([NH:1][C@H:2]1[CH2:6][CH2:5][N:4]([C:7]([O:9][C:10]([CH3:13])([CH3:12])[CH3:11])=[O:8])[CH2:3]1)(=[O:18])[CH:15]([CH3:17])[CH3:16]. The catalyst class is: 2. (2) Reactant: S(Cl)([Cl:3])=O.O[CH2:6][C:7]1[CH:8]=[C:9]2[C:13](=[CH:14][CH:15]=1)[CH:12]([NH:16][S:17]([CH:20]([CH3:22])[CH3:21])(=[O:19])=[O:18])[CH2:11][CH2:10]2. Product: [Cl:3][CH2:6][C:7]1[CH:8]=[C:9]2[C:13](=[CH:14][CH:15]=1)[CH:12]([NH:16][S:17]([CH:20]([CH3:22])[CH3:21])(=[O:19])=[O:18])[CH2:11][CH2:10]2. The catalyst class is: 2. (3) Reactant: [H-].[Na+].[Br:3][C:4]1[CH:12]=[C:11]2[C:7]([CH:8]=[N:9][NH:10]2)=[CH:6][CH:5]=1.Cl[CH:14]([F:16])[F:15]. Product: [Br:3][C:4]1[CH:5]=[CH:6][C:7]2[C:11]([CH:12]=1)=[N:10][N:9]([CH:14]([F:16])[F:15])[CH:8]=2. The catalyst class is: 3. (4) Reactant: [CH2:1]([Li])[CH2:2][CH2:3][CH3:4].O=O.Br[C:9]1[CH:14]=[CH:13][C:12]([CH3:15])=[C:11]([CH2:16][C:17]2[CH:22]=[CH:21][C:20]([O:23][CH2:24][CH3:25])=[CH:19][CH:18]=2)[CH:10]=1.CON(C)[C:29](=[O:81])[C@H:30]([O:73]CC1C=CC=CC=1)[C@@H:31]([O:65][CH2:66][C:67]1[CH:72]=[CH:71][CH:70]=[CH:69][CH:68]=1)[C@H:32]([O:57][CH2:58][C:59]1[CH:64]=[CH:63][CH:62]=[CH:61][CH:60]=1)[C:33]([OH:56])([CH2:45][O:46][CH2:47][C:48]1[CH:53]=[CH:52][C:51]([O:54][CH3:55])=[CH:50][CH:49]=1)[CH2:34][O:35][CH2:36][C:37]1[CH:42]=[CH:41][C:40]([O:43][CH3:44])=[CH:39][CH:38]=1.[Al].O1C[CH2:87][CH2:86][CH2:85]1. Product: [CH2:1]([O:73][CH:30]1[C@@H:31]([O:65][CH2:66][C:67]2[CH:68]=[CH:69][CH:70]=[CH:71][CH:72]=2)[C@H:32]([O:57][CH2:58][C:59]2[CH:64]=[CH:63][CH:62]=[CH:61][CH:60]=2)[C:33]([CH2:45][O:46][CH2:47][C:48]2[CH:49]=[CH:50][C:51]([O:54][CH3:55])=[CH:52][CH:53]=2)([CH2:34][O:35][CH2:36][C:37]2[CH:38]=[CH:39][C:40]([O:43][CH3:44])=[CH:41][CH:42]=2)[O:56][C:29]1([C:9]1[CH:14]=[CH:13][C:12]([CH3:15])=[C:11]([CH2:16][C:17]2[CH:22]=[CH:21][C:20]([O:23][CH2:24][CH3:25])=[CH:19][CH:18]=2)[CH:10]=1)[OH:81])[C:2]1[CH:87]=[CH:86][CH:85]=[CH:4][CH:3]=1. The catalyst class is: 27. (5) Reactant: [CH2:1]([Si:3]([CH2:22][CH3:23])([CH2:20][CH3:21])[C:4]1[NH:5][C:6]2[C:11]([C:12]=1[CH2:13][CH2:14]O)=[CH:10][C:9]([C:16]([F:19])([F:18])[F:17])=[CH:8][CH:7]=2)[CH3:2].C1(P(C2C=CC=CC=2)C2C=CC=CC=2)C=CC=CC=1.[Br:43]C(Br)(Br)Br. Product: [Br:43][CH2:14][CH2:13][C:12]1[C:11]2[C:6](=[CH:7][CH:8]=[C:9]([C:16]([F:19])([F:18])[F:17])[CH:10]=2)[NH:5][C:4]=1[Si:3]([CH2:22][CH3:23])([CH2:20][CH3:21])[CH2:1][CH3:2]. The catalyst class is: 1. (6) Reactant: [CH3:1][O:2][C:3](=[O:20])[CH2:4][CH2:5][C:6]1[C:11]([O:12][CH2:13][CH2:14][CH2:15][CH2:16][CH2:17][OH:18])=[CH:10][CH:9]=[CH:8][C:7]=1[OH:19].Br[CH2:22][CH2:23][CH2:24][C:25]([O:27][C:28]([CH3:31])([CH3:30])[CH3:29])=[O:26].C([O-])([O-])=O.[K+].[K+]. Product: [CH3:1][O:2][C:3](=[O:20])[CH2:4][CH2:5][C:6]1[C:11]([O:12][CH2:13][CH2:14][CH2:15][CH2:16][CH2:17][OH:18])=[CH:10][CH:9]=[CH:8][C:7]=1[O:19][CH2:22][CH2:23][CH2:24][C:25]([O:27][C:28]([CH3:31])([CH3:30])[CH3:29])=[O:26]. The catalyst class is: 16.